The task is: Predict the product of the given reaction.. This data is from Forward reaction prediction with 1.9M reactions from USPTO patents (1976-2016). (1) Given the reactants Br[CH2:2][C:3]([C:5]1[N:9]2[CH:10]=[CH:11][N:12]=[CH:13][C:8]2=[N:7][CH:6]=1)=O.BrCC(C1N2C=CC=NC2=NC=1)=O.[Cl:27][C:28]1[CH:29]=[CH:30][C:31]([O:38][CH3:39])=[C:32]([NH:34][C:35]([NH2:37])=[S:36])[CH:33]=1, predict the reaction product. The product is: [Cl:27][C:28]1[CH:29]=[CH:30][C:31]([O:38][CH3:39])=[C:32]([NH:34][C:35]2[S:36][CH:2]=[C:3]([C:5]3[N:9]4[CH:10]=[CH:11][N:12]=[CH:13][C:8]4=[N:7][CH:6]=3)[N:37]=2)[CH:33]=1. (2) The product is: [CH2:1]([O:8][C:9]([N:10]1[C:11]2[C:20](=[C:19]3[O:18][C:17]([CH:22]([CH3:24])[CH3:23])=[C:16]([C:25]4[CH:30]=[CH:29][C:28]([Cl:31])=[CH:27][CH:26]=4)[C:15](=[O:32])[C:14]3=[CH:13][CH:12]=2)[C:34]([CH3:35])=[CH:33]1)=[O:36])[C:2]1[CH:7]=[CH:6][CH:5]=[CH:4][CH:3]=1. Given the reactants [CH2:1]([O:8][C:9](=[O:36])[N:10]([CH2:33][CH:34]=[CH2:35])[C:11]1[C:20](Br)=[C:19]2[C:14]([C:15](=[O:32])[C:16]([C:25]3[CH:30]=[CH:29][C:28]([Cl:31])=[CH:27][CH:26]=3)=[C:17]([CH:22]([CH3:24])[CH3:23])[O:18]2)=[CH:13][CH:12]=1)[C:2]1[CH:7]=[CH:6][CH:5]=[CH:4][CH:3]=1.C(=O)([O-])[O-].[Cs+].[Cs+].[C].[C], predict the reaction product.